Dataset: Catalyst prediction with 721,799 reactions and 888 catalyst types from USPTO. Task: Predict which catalyst facilitates the given reaction. (1) Reactant: [NH:1]([C:13]([O:15][C:16]([CH3:19])([CH3:18])[CH3:17])=[O:14])[C@H:2]([C:10]([OH:12])=O)[CH2:3][S:4][S:5][C:6]([CH3:9])([CH3:8])[CH3:7].C(Cl)CCl.C1C=CC2N(O)N=NC=2C=1.CN1CCOCC1.Cl.[CH3:42][O:43][C:44](=[O:47])[CH2:45][NH2:46]. Product: [NH:1]([C:13]([O:15][C:16]([CH3:19])([CH3:18])[CH3:17])=[O:14])[C@H:2]([C:10]([NH:46][CH2:45][C:44]([O:43][CH3:42])=[O:47])=[O:12])[CH2:3][S:4][S:5][C:6]([CH3:7])([CH3:8])[CH3:9]. The catalyst class is: 317. (2) Reactant: Cl[C:2]1[N:7]=[C:6]([N:8]2[CH2:13][CH2:12][C:11]([F:15])([F:14])[CH2:10][CH2:9]2)[CH:5]=[C:4]([CH2:16][O:17][CH2:18][C:19]([F:22])([F:21])[F:20])[N:3]=1.[CH3:23][O:24][C:25]1[CH:26]=[C:27]([CH:29]=[CH:30][C:31]=1[N:32]1[CH:36]=[C:35]([CH3:37])[N:34]=[CH:33]1)[NH2:28].C(=O)([O-])[O-].[Cs+].[Cs+].C1(P(C2CCCCC2)C2C=CC=CC=2C2C=CC=CC=2)CCCCC1. Product: [F:14][C:11]1([F:15])[CH2:12][CH2:13][N:8]([C:6]2[CH:5]=[C:4]([CH2:16][O:17][CH2:18][C:19]([F:22])([F:21])[F:20])[N:3]=[C:2]([NH:28][C:27]3[CH:29]=[CH:30][C:31]([N:32]4[CH:36]=[C:35]([CH3:37])[N:34]=[CH:33]4)=[C:25]([O:24][CH3:23])[CH:26]=3)[N:7]=2)[CH2:9][CH2:10]1. The catalyst class is: 167. (3) Reactant: [Cl:1][C:2]1[CH:7]=[C:6]([Cl:8])[CH:5]=[CH:4][C:3]=1[N:9]1[C:14]2=[N:15][C:16]3[CH:21]=[CH:20][CH:19]=[C:18]([CH:22]([OH:25])[CH2:23][CH3:24])[C:17]=3[N:13]2[CH2:12][CH2:11][CH2:10]1.[H-].[Na+].[CH3:28]I. Product: [Cl:1][C:2]1[CH:7]=[C:6]([Cl:8])[CH:5]=[CH:4][C:3]=1[N:9]1[C:14]2=[N:15][C:16]3[CH:21]=[CH:20][CH:19]=[C:18]([CH:22]([O:25][CH3:28])[CH2:23][CH3:24])[C:17]=3[N:13]2[CH2:12][CH2:11][CH2:10]1. The catalyst class is: 35. (4) Reactant: [CH3:1][O:2][C:3]1[CH:4]=[C:5]([C@H:9]([NH:11][C:12]([C:14]2[C:15]3[CH:16]=[CH:17][NH:18][C:19]=3[CH:20]=[CH:21][CH:22]=2)=[O:13])[CH3:10])[CH:6]=[CH:7][CH:8]=1.[NH2:23][C:24]1[N:29]=[C:28](Cl)[CH:27]=[CH:26][N:25]=1.NC1N=C(N2C3C=CC=C(C(NCC4C=CC=CC=4Cl)=O)C=3C=C2)C=CN=1.CO. Product: [NH2:23][C:24]1[N:29]=[C:28]([N:18]2[C:19]3[CH:20]=[CH:21][CH:22]=[C:14]([C:12]([NH:11][C@@H:9]([C:5]4[CH:6]=[CH:7][CH:8]=[C:3]([O:2][CH3:1])[CH:4]=4)[CH3:10])=[O:13])[C:15]=3[CH:16]=[CH:17]2)[CH:27]=[CH:26][N:25]=1. The catalyst class is: 6. (5) Reactant: [CH3:1][C:2]([O:5][C:6]([N:8]1[CH2:13][CH2:12][N:11]([C:14]([O:16][C:17]([CH3:20])([CH3:19])[CH3:18])=[O:15])[CH2:10][CH:9]1[C:21](O)=[O:22])=[O:7])([CH3:4])[CH3:3].C1CCC(N=C=NC2CCCCC2)CC1.[CH3:39][C:40]1([CH3:48])[O:45][C:44](=[O:46])[CH2:43][C:42](=[O:47])[O:41]1. Product: [CH3:39][C:40]1([CH3:48])[O:45][C:44](=[O:46])[C:43](=[C:21]([OH:22])[CH:9]2[CH2:10][N:11]([C:14]([O:16][C:17]([CH3:20])([CH3:18])[CH3:19])=[O:15])[CH2:12][CH2:13][N:8]2[C:6]([O:5][C:2]([CH3:4])([CH3:3])[CH3:1])=[O:7])[C:42](=[O:47])[O:41]1. The catalyst class is: 154. (6) Reactant: [NH2:1][C:2]1[NH:6][N:5]=[C:4]([CH2:7][CH2:8][C:9]2[CH:10]=[C:11]([CH:16]=[CH:17][CH:18]=2)[C:12]([NH:14][CH3:15])=[O:13])[CH:3]=1.Cl[C:20]1[CH:25]=[CH:24][N:23]=[C:22]([NH:26][CH2:27][C:28]2[O:32][N:31]=[C:30]([CH3:33])[CH:29]=2)[N:21]=1. Product: [CH3:15][NH:14][C:12](=[O:13])[C:11]1[CH:16]=[CH:17][CH:18]=[C:9]([CH2:8][CH2:7][C:4]2[CH:3]=[C:2]([NH:1][C:20]3[CH:25]=[CH:24][N:23]=[C:22]([NH:26][CH2:27][C:28]4[O:32][N:31]=[C:30]([CH3:33])[CH:29]=4)[N:21]=3)[NH:6][N:5]=2)[CH:10]=1. The catalyst class is: 8. (7) Reactant: Cl.[CH2:2]1[C:14]2[C:13]3[CH:12]=[CH:11][CH:10]=[CH:9][C:8]=3[N:7]([CH2:15][C:16]([O:18][CH2:19][CH3:20])=[O:17])[C:6]=2[CH2:5][CH2:4][NH:3]1.CCN(C(C)C)C(C)C.Br[CH2:31][CH2:32][C:33]1[CH:38]=[CH:37][CH:36]=[CH:35][CH:34]=1. Product: [CH2:31]([N:3]1[CH2:4][CH2:5][C:6]2[N:7]([CH2:15][C:16]([O:18][CH2:19][CH3:20])=[O:17])[C:8]3[CH:9]=[CH:10][CH:11]=[CH:12][C:13]=3[C:14]=2[CH2:2]1)[CH2:32][C:33]1[CH:38]=[CH:37][CH:36]=[CH:35][CH:34]=1. The catalyst class is: 10.